From a dataset of Catalyst prediction with 721,799 reactions and 888 catalyst types from USPTO. Predict which catalyst facilitates the given reaction. (1) Reactant: O[C:2](=[CH:8][C:9](=O)[C:10]([CH3:13])([CH3:12])[CH3:11])[C:3]([O:5][CH2:6][CH3:7])=[O:4].C(O)(=O)C.O.[NH2:20][NH2:21]. Product: [CH3:11][C:10]([C:9]1[NH:21][N:20]=[C:2]([C:3]([O:5][CH2:6][CH3:7])=[O:4])[CH:8]=1)([CH3:13])[CH3:12]. The catalyst class is: 8. (2) Reactant: [CH3:1][C:2]1[N:7]=[C:6]([N:8]([C:16]([O:18][C:19]([CH3:22])([CH3:21])[CH3:20])=[O:17])[C:9]([O:11][C:12]([CH3:15])([CH3:14])[CH3:13])=[O:10])[CH:5]=[C:4]([C:23]2[CH:28]=[CH:27][N:26]=[CH:25][C:24]=2[N+:29]([O-])=O)[CH:3]=1.[CH3:32]CO.CCOC(C)=O. Product: [CH2:1]([C:2]1[N:7]=[C:6]([N:8]([C:16]([O:18][C:19]([CH3:22])([CH3:21])[CH3:20])=[O:17])[C:9]([O:11][C:12]([CH3:15])([CH3:14])[CH3:13])=[O:10])[CH:5]=[C:4]([C:23]2[CH:28]=[CH:27][N:26]=[CH:25][C:24]=2[NH2:29])[CH:3]=1)[CH3:32]. The catalyst class is: 45.